From a dataset of Full USPTO retrosynthesis dataset with 1.9M reactions from patents (1976-2016). Predict the reactants needed to synthesize the given product. (1) Given the product [Cl:1][C:2]1[C:10]2[N:9]=[C:8]3[N:11]([C:15]4[C:16]([Cl:24])=[CH:17][C:18]([O:22][CH3:23])=[CH:19][C:20]=4[Cl:21])[CH2:12][CH2:13][CH2:14][N:7]3[C:6]=2[C:5]([CH:25]([OH:26])[CH2:27][CH3:28])=[CH:4][CH:3]=1, predict the reactants needed to synthesize it. The reactants are: [Cl:1][C:2]1[CH:3]=[CH:4][C:5]([CH:25]=[O:26])=[C:6]2[C:10]=1[N:9]=[C:8]1[N:11]([C:15]3[C:20]([Cl:21])=[CH:19][C:18]([O:22][CH3:23])=[CH:17][C:16]=3[Cl:24])[CH2:12][CH2:13][CH2:14][N:7]21.[CH2:27]([Mg]Br)[CH3:28]. (2) Given the product [Br:11][C:12]1[C:19]([O:20][CH3:21])=[C:18]([O:22][CH3:23])[C:17]([O:24][CH3:25])=[CH:16][C:13]=1[CH2:14][NH:15][C:2]1[C:7]([NH2:8])=[C:6]([Cl:9])[N:5]=[C:4]([NH2:10])[N:3]=1, predict the reactants needed to synthesize it. The reactants are: Cl[C:2]1[C:7]([NH2:8])=[C:6]([Cl:9])[N:5]=[C:4]([NH2:10])[N:3]=1.[Br:11][C:12]1[C:19]([O:20][CH3:21])=[C:18]([O:22][CH3:23])[C:17]([O:24][CH3:25])=[CH:16][C:13]=1[CH2:14][NH2:15]. (3) Given the product [CH:1]([O:4][C:5](=[O:32])[C@@H:6]([NH:11][C@@H:12]([C:17]1[CH:22]=[CH:21][C:20]([C:34]2[N:35]=[C:36]([N:39]3[CH2:44][CH2:43][N:42]([CH3:45])[CH2:41][CH2:40]3)[S:37][CH:38]=2)=[CH:19][CH:18]=1)[C:13]([F:15])([F:14])[F:16])[CH2:7][CH:8]([CH3:10])[CH3:9])([CH3:3])[CH3:2], predict the reactants needed to synthesize it. The reactants are: [CH:1]([O:4][C:5](=[O:32])[C@@H:6]([NH:11][C@@H:12]([C:17]1[CH:22]=[CH:21][C:20](B2OC(C)(C)C(C)(C)O2)=[CH:19][CH:18]=1)[C:13]([F:16])([F:15])[F:14])[CH2:7][CH:8]([CH3:10])[CH3:9])([CH3:3])[CH3:2].Br[C:34]1[N:35]=[C:36]([N:39]2[CH2:44][CH2:43][N:42]([CH3:45])[CH2:41][CH2:40]2)[S:37][CH:38]=1.C(=O)([O-])[O-].[Na+].[Na+].